From a dataset of Forward reaction prediction with 1.9M reactions from USPTO patents (1976-2016). Predict the product of the given reaction. (1) Given the reactants [C:1]([O:4][CH2:5][C@H:6]1[CH2:11][CH2:10][C@@H:9]([O:12][C:13]2[C:18]3[C:19]([O:22][CH2:23][CH:24]4[CH2:29][CH2:28][NH:27][CH2:26][CH2:25]4)=[N:20][O:21][C:17]=3[CH:16]=[CH:15][CH:14]=2)[CH2:8][CH2:7]1)(=[O:3])[CH3:2].[CH:30]([C@H:32]1[CH2:37][CH2:36][C@H:35]([C:38]([O:40][CH3:41])=[O:39])[CH2:34][CH2:33]1)=O.C(C1(C(OC)=O)CCC1)=O, predict the reaction product. The product is: [C:1]([O:4][CH2:5][C@@H:6]1[CH2:7][CH2:8][C@H:9]([O:12][C:13]2[C:18]3[C:19]([O:22][CH2:23][CH:24]4[CH2:25][CH2:26][N:27]([CH2:30][C@H:32]5[CH2:33][CH2:34][C@H:35]([C:38]([O:40][CH3:41])=[O:39])[CH2:36][CH2:37]5)[CH2:28][CH2:29]4)=[N:20][O:21][C:17]=3[CH:16]=[CH:15][CH:14]=2)[CH2:10][CH2:11]1)(=[O:3])[CH3:2]. (2) Given the reactants ClC1C=CC=C(C(OO)=[O:9])C=1.[CH3:12][C:13](=[CH2:25])[CH2:14][N:15]1[C:19]2[CH:20]=[CH:21][CH:22]=[CH:23][C:18]=2[O:17][C:16]1=[O:24], predict the reaction product. The product is: [CH3:25][C:13]1([CH2:14][N:15]2[C:19]3[CH:20]=[CH:21][CH:22]=[CH:23][C:18]=3[O:17][C:16]2=[O:24])[CH2:12][O:9]1. (3) Given the reactants [Cl:1][C:2]1[CH:15]=[C:14]([N+:16]([O-])=O)[CH:13]=[CH:12][C:3]=1[O:4][C:5]1[CH:6]=[C:7]([OH:11])[CH:8]=[CH:9][CH:10]=1.I[CH2:20][CH:21]([CH3:23])[CH3:22].C(=O)([O-])[O-].[K+].[K+].[Cl-].[Ca+2].[Cl-], predict the reaction product. The product is: [Cl:1][C:2]1[CH:15]=[C:14]([CH:13]=[CH:12][C:3]=1[O:4][C:5]1[CH:10]=[CH:9][CH:8]=[C:7]([O:11][CH2:20][CH:21]([CH3:23])[CH3:22])[CH:6]=1)[NH2:16].